This data is from Reaction yield outcomes from USPTO patents with 853,638 reactions. The task is: Predict the reaction yield, written as a fraction of the theoretical maximum amount of product (1.0 means a 100% yield; for example, 0.34 means a 34% yield). (1) The reactants are [C:1]1([CH2:7][C:8]([O:10]C2CCCCO2)=[O:9])[CH:6]=[CH:5][CH:4]=[CH:3][CH:2]=1.BrCCCCCBr.[H-].[Na+].Cl. The catalyst is CN(C)P(=O)(N(C)C)N(C)C.O1CCOCC1.O.C(OCC)(=O)C. The product is [C:1]1([CH2:7][C:8]([OH:10])=[O:9])[CH:6]=[CH:5][CH:4]=[CH:3][CH:2]=1. The yield is 0.470. (2) The reactants are [NH2:1][C:2]1[S:3][CH:4]=[C:5]([CH2:11][O:12][CH2:13][O:14][CH3:15])[C:6]=1[S:7]([NH2:10])(=[O:9])=[O:8].CS[C:18](SC)=[C:19]1[C:28](=[O:29])[C@@:27]([CH2:31][CH2:32][C:33]([CH3:36])([CH3:35])[CH3:34])([CH3:30])[C:26]2[C:21](=[CH:22][CH:23]=[CH:24][CH:25]=2)[C:20]1=[O:37]. The catalyst is C1(C)C=CC=CC=1. The product is [CH3:34][C:33]([CH3:36])([CH3:35])[CH2:32][CH2:31][C@:27]1([CH3:30])[C:26]2[C:21](=[CH:22][CH:23]=[CH:24][CH:25]=2)[C:20]([OH:37])=[C:19]([C:18]2[NH:1][C:2]3[S:3][CH:4]=[C:5]([CH2:11][O:12][CH2:13][O:14][CH3:15])[C:6]=3[S:7](=[O:8])(=[O:9])[N:10]=2)[C:28]1=[O:29]. The yield is 0.850. (3) The reactants are [CH3:1][C:2]1[CH:3]=[C:4]([N:9]2[CH:13]=[CH:12][C:11]([NH:14][C:15]([C:17]3[CH:22]=[C:21]([N:23]4[CH2:28][CH2:27][CH2:26][CH2:25][CH2:24]4)[CH:20]=[CH:19][C:18]=3[NH:29][C:30]([C:32]3[CH:33]=[C:34]([CH:46]=[CH:47][CH:48]=3)[CH2:35][S:36][CH2:37][CH2:38][C:39]([O:41]C(C)(C)C)=[O:40])=[O:31])=[O:16])=[N:10]2)[CH:5]=[CH:6][C:7]=1[CH3:8].FC(F)(F)C(O)=O. The catalyst is ClCCl. The product is [CH3:1][C:2]1[CH:3]=[C:4]([N:9]2[CH:13]=[CH:12][C:11]([NH:14][C:15]([C:17]3[CH:22]=[C:21]([N:23]4[CH2:24][CH2:25][CH2:26][CH2:27][CH2:28]4)[CH:20]=[CH:19][C:18]=3[NH:29][C:30]([C:32]3[CH:33]=[C:34]([CH:46]=[CH:47][CH:48]=3)[CH2:35][S:36][CH2:37][CH2:38][C:39]([OH:41])=[O:40])=[O:31])=[O:16])=[N:10]2)[CH:5]=[CH:6][C:7]=1[CH3:8]. The yield is 0.620. (4) The reactants are [CH2:1]([O:3][CH:4]([O:7][CH2:8][CH3:9])[CH2:5][NH2:6])[CH3:2].Br[CH2:11][CH2:12][O:13][CH:14]1[CH2:19][CH2:18][CH2:17][CH2:16][O:15]1. No catalyst specified. The product is [CH2:1]([O:3][CH:4]([O:7][CH2:8][CH3:9])[CH2:5][NH:6][CH2:11][CH2:12][O:13][CH:14]1[CH2:19][CH2:18][CH2:17][CH2:16][O:15]1)[CH3:2]. The yield is 0.300. (5) The reactants are F[P-](F)(F)(F)(F)F.N1(O[P+](N(C)C)(N(C)C)N(C)C)C2C=CC=CC=2N=N1.[CH:28]1([CH2:34][C@H:35]([N:39]2[CH2:47][C:46]3[C:41](=[CH:42][C:43]([Cl:49])=[C:44]([Cl:48])[CH:45]=3)[C:40]2=[O:50])[C:36](O)=[O:37])[CH2:33][CH2:32][CH2:31][CH2:30][CH2:29]1.[NH2:51][C:52]1[S:53][CH:54]=[CH:55][N:56]=1.C1(C[C@H](N2CC3C(=CC=CC=3)C2=O)C(NC2SC=CN=2)=O)CCCCC1. No catalyst specified. The product is [CH:28]1([CH2:34][C@H:35]([N:39]2[CH2:47][C:46]3[C:41](=[CH:42][C:43]([Cl:49])=[C:44]([Cl:48])[CH:45]=3)[C:40]2=[O:50])[C:36]([NH:51][C:52]2[S:53][CH:54]=[CH:55][N:56]=2)=[O:37])[CH2:29][CH2:30][CH2:31][CH2:32][CH2:33]1. The yield is 0.350. (6) The reactants are [C:1]([C:3]1[CH:4]=[CH:5][C:6]([CH3:26])=[C:7]([NH:9][C:10](=[O:25])[C:11]2[CH:16]=[CH:15][C:14]([O:17][CH2:18][C:19]3[CH:24]=[CH:23][CH:22]=[CH:21][N:20]=3)=[CH:13][CH:12]=2)[CH:8]=1)#[CH:2].C[Si]([N:31]=[N+:32]=[N-:33])(C)C.C([O-])(O)=O.[Na+].O. The catalyst is CN(C=O)C.CO.[Cu]I. The product is [CH3:26][C:6]1[CH:5]=[CH:4][C:3]([C:1]2[N:31]=[N:32][NH:33][CH:2]=2)=[CH:8][C:7]=1[NH:9][C:10](=[O:25])[C:11]1[CH:16]=[CH:15][C:14]([O:17][CH2:18][C:19]2[CH:24]=[CH:23][CH:22]=[CH:21][N:20]=2)=[CH:13][CH:12]=1. The yield is 0.217. (7) The reactants are [O:1]1[C:6]2([CH2:11][CH2:10][CH:9]([N:12]3[C:17](=[O:18])[C:16]([CH2:19][C:20]4[CH:25]=[CH:24][C:23]([C:26]5[C:27]([C:32]#[N:33])=[CH:28][CH:29]=[CH:30][CH:31]=5)=[CH:22][CH:21]=4)=[C:15]([CH2:34][CH2:35][CH3:36])[N:14]4[N:37]=[CH:38][N:39]=[C:13]34)[CH2:8][CH2:7]2)[O:5][CH2:4][CH2:3][CH2:2]1.C([BH3-])#N.[Na+].O1CCCC1. The catalyst is C(OCC)(=O)C. The product is [OH:1][CH2:2][CH2:3][CH2:4][O:5][C@H:6]1[CH2:11][CH2:10][C@H:9]([N:12]2[C:17](=[O:18])[C:16]([CH2:19][C:20]3[CH:21]=[CH:22][C:23]([C:26]4[C:27]([C:32]#[N:33])=[CH:28][CH:29]=[CH:30][CH:31]=4)=[CH:24][CH:25]=3)=[C:15]([CH2:34][CH2:35][CH3:36])[N:14]3[N:37]=[CH:38][N:39]=[C:13]23)[CH2:8][CH2:7]1. The yield is 0.330.